Dataset: Full USPTO retrosynthesis dataset with 1.9M reactions from patents (1976-2016). Task: Predict the reactants needed to synthesize the given product. (1) Given the product [C:33]([N:30]1[CH2:29][CH2:28][CH:27]([O:26][C:9]2[CH:8]=[C:7]([O:6][CH2:5][CH2:4][O:3][CH3:2])[CH:12]=[CH:11][C:10]=2/[CH:13]=[CH:14]/[C:15]([NH:17][S:18]([CH2:21][CH2:22][CH2:23][CH2:24][CH3:25])(=[O:19])=[O:20])=[O:16])[CH2:32][CH2:31]1)(=[O:40])[C:34]1[CH:39]=[CH:38][CH:37]=[CH:36][CH:35]=1, predict the reactants needed to synthesize it. The reactants are: Cl.[CH3:2][O:3][CH2:4][CH2:5][O:6][C:7]1[CH:12]=[CH:11][C:10](/[CH:13]=[CH:14]/[C:15]([NH:17][S:18]([CH2:21][CH2:22][CH2:23][CH2:24][CH3:25])(=[O:20])=[O:19])=[O:16])=[C:9]([O:26][CH:27]2[CH2:32][CH2:31][NH:30][CH2:29][CH2:28]2)[CH:8]=1.[C:33](Cl)(=[O:40])[C:34]1[CH:39]=[CH:38][CH:37]=[CH:36][CH:35]=1.C(N(CC)CC)C. (2) Given the product [CH3:1][S:2]([OH:5])(=[O:4])=[O:3].[CH3:6][O:7][C:8]1[CH:9]=[CH:10][C:11]([C:14]2[O:18][C:17]([CH3:20])([CH3:19])[C:16](=[O:21])[C:15]=2[C:22]2[CH:27]=[CH:26][C:25]([O:28][CH2:29][C:30]3[CH:35]=[CH:34][C:33]([CH3:36])=[CH:32][N:31]=3)=[CH:24][CH:23]=2)=[CH:12][CH:13]=1, predict the reactants needed to synthesize it. The reactants are: [CH3:1][S:2]([OH:5])(=[O:4])=[O:3].[CH3:6][O:7][C:8]1[CH:13]=[CH:12][C:11]([C:14]2[O:18][C:17]([CH3:20])([CH3:19])[C:16](=[O:21])[C:15]=2[C:22]2[CH:27]=[CH:26][C:25]([O:28][CH2:29][C:30]3[CH:35]=[CH:34][C:33]([CH3:36])=[CH:32][N:31]=3)=[CH:24][CH:23]=2)=[CH:10][CH:9]=1. (3) Given the product [F:31][C:27]1[C:26]([F:32])=[CH:25][CH:30]=[CH:29][C:28]=1[C:9]1[C:8]2[N:13]([C:14]([C:15]3[CH:20]=[CH:19][CH:18]=[CH:17][CH:16]=3)=[C:6]3[C:5](=[O:21])[N:4]([CH3:22])[C:3](=[O:23])[N:2]([CH3:1])[C:7]3=2)[CH2:12][CH2:11][CH:10]=1, predict the reactants needed to synthesize it. The reactants are: [CH3:1][N:2]1[C:7]2=[C:8]3[N:13]([C:14]([C:15]4[CH:20]=[CH:19][CH:18]=[CH:17][CH:16]=4)=[C:6]2[C:5](=[O:21])[N:4]([CH3:22])[C:3]1=[O:23])[CH2:12][CH2:11][CH:10]=[CH:9]3.Br[C:25]1[CH:30]=[CH:29][CH:28]=[C:27]([F:31])[C:26]=1[F:32].C1(N(C)C2CCCCC2)CCCCC1. (4) Given the product [Br:1][C:2]1[CH:7]=[CH:6][C:5]2[CH:10]=[CH:9][O:8][C:4]=2[CH:3]=1, predict the reactants needed to synthesize it. The reactants are: [Br:1][C:2]1[CH:7]=[CH:6][CH:5]=[C:4]([O:8][CH2:9][CH:10](OCC)OCC)[CH:3]=1. (5) Given the product [ClH:1].[NH2:35][CH2:34][CH2:33][NH:32][C@@H:7]([C:8]([N:10]1[CH:15]2[CH2:16][CH2:17][CH:11]1[CH2:12][CH:13]([N:18]([CH:26]1[CH2:27][CH2:28][CH2:29][CH2:30][CH2:31]1)[C:19]([N:21]([CH2:22][CH3:23])[CH2:24][CH3:25])=[O:20])[CH2:14]2)=[O:9])[CH2:6][C:5]1[CH:43]=[CH:44][C:2]([Cl:1])=[CH:3][CH:4]=1, predict the reactants needed to synthesize it. The reactants are: [Cl:1][C:2]1[CH:44]=[CH:43][C:5]([CH2:6][C@@H:7]([NH:32][CH2:33][CH2:34][NH:35]C(=O)OC(C)(C)C)[C:8]([N:10]2[CH:15]3[CH2:16][CH2:17][CH:11]2[CH2:12][CH:13]([N:18]([CH:26]2[CH2:31][CH2:30][CH2:29][CH2:28][CH2:27]2)[C:19]([N:21]([CH2:24][CH3:25])[CH2:22][CH3:23])=[O:20])[CH2:14]3)=[O:9])=[CH:4][CH:3]=1. (6) Given the product [C:20]1([C:26]2[N:30]=[C:29]([N:31]3[CH2:36][CH2:35][N:34]([C:10]([NH:9][C:6]4[CH:7]=[N:8][C:3]([C:2]([F:1])([F:18])[F:19])=[CH:4][CH:5]=4)=[O:17])[CH2:33][CH2:32]3)[S:28][N:27]=2)[CH:21]=[CH:22][CH:23]=[CH:24][CH:25]=1, predict the reactants needed to synthesize it. The reactants are: [F:1][C:2]([F:19])([F:18])[C:3]1[N:8]=[CH:7][C:6]([NH:9][C:10](=[O:17])OCC(Cl)(Cl)Cl)=[CH:5][CH:4]=1.[C:20]1([C:26]2[N:30]=[C:29]([N:31]3[CH2:36][CH2:35][NH:34][CH2:33][CH2:32]3)[S:28][N:27]=2)[CH:25]=[CH:24][CH:23]=[CH:22][CH:21]=1.C(N(C(C)C)CC)(C)C.CS(C)=O. (7) Given the product [CH3:3][N:2]([CH2:4][CH:5]1[CH2:10][CH2:9][CH2:8][CH2:7][C:6]1([C:12]1[CH:13]=[C:14]([CH:18]=[CH:19][CH:20]=1)[C:15]([N:26]([CH2:27][CH3:28])[CH2:24][CH3:25])=[O:17])[OH:11])[CH3:1], predict the reactants needed to synthesize it. The reactants are: [CH3:1][N:2]([CH2:4][CH:5]1[CH2:10][CH2:9][CH2:8][CH2:7][C:6]1([C:12]1[CH:13]=[C:14]([CH:18]=[CH:19][CH:20]=1)[C:15]([OH:17])=O)[OH:11])[CH3:3].C(Cl)Cl.[CH2:24]([NH:26][CH2:27][CH3:28])[CH3:25].CN(C(ON1N=NC2C=CC=NC1=2)=[N+](C)C)C.F[P-](F)(F)(F)(F)F. (8) Given the product [CH3:15][S:16]([CH2:19][CH2:20][N:12]1[CH:13]=[C:9]([B:4]2[O:5][C:6]([CH3:7])([CH3:8])[C:2]([CH3:14])([CH3:1])[O:3]2)[CH:10]=[N:11]1)(=[O:18])=[O:17], predict the reactants needed to synthesize it. The reactants are: [CH3:1][C:2]1([CH3:14])[C:6]([CH3:8])([CH3:7])[O:5][B:4]([C:9]2[CH:10]=[N:11][NH:12][CH:13]=2)[O:3]1.[CH3:15][S:16]([CH:19]=[CH2:20])(=[O:18])=[O:17].C1CCN2C(=NCCC2)CC1. (9) The reactants are: [H-].[Al+3].[Li+].[H-].[H-].[H-].C[O:8][C:9]([C:11]1[N:12]([CH3:23])[C:13]2[C:18]([CH:19]=1)=[C:17]([NH2:20])[C:16]([O:21][CH3:22])=[CH:15][CH:14]=2)=O. Given the product [NH2:20][C:17]1[C:16]([O:21][CH3:22])=[CH:15][CH:14]=[C:13]2[C:18]=1[CH:19]=[C:11]([CH2:9][OH:8])[N:12]2[CH3:23], predict the reactants needed to synthesize it.